From a dataset of NCI-60 drug combinations with 297,098 pairs across 59 cell lines. Regression. Given two drug SMILES strings and cell line genomic features, predict the synergy score measuring deviation from expected non-interaction effect. (1) Drug 1: C1CC(=O)NC(=O)C1N2CC3=C(C2=O)C=CC=C3N. Drug 2: C(CCl)NC(=O)N(CCCl)N=O. Cell line: SK-MEL-5. Synergy scores: CSS=0.101, Synergy_ZIP=1.73, Synergy_Bliss=7.68, Synergy_Loewe=1.76, Synergy_HSA=2.25. (2) Drug 1: CC1CCC2CC(C(=CC=CC=CC(CC(C(=O)C(C(C(=CC(C(=O)CC(OC(=O)C3CCCCN3C(=O)C(=O)C1(O2)O)C(C)CC4CCC(C(C4)OC)OP(=O)(C)C)C)C)O)OC)C)C)C)OC. Drug 2: CNC(=O)C1=NC=CC(=C1)OC2=CC=C(C=C2)NC(=O)NC3=CC(=C(C=C3)Cl)C(F)(F)F. Cell line: SW-620. Synergy scores: CSS=65.7, Synergy_ZIP=5.70, Synergy_Bliss=7.21, Synergy_Loewe=8.42, Synergy_HSA=10.1. (3) Drug 1: CN1CCC(CC1)COC2=C(C=C3C(=C2)N=CN=C3NC4=C(C=C(C=C4)Br)F)OC. Drug 2: COC1=C2C(=CC3=C1OC=C3)C=CC(=O)O2. Cell line: SK-MEL-2. Synergy scores: CSS=0.400, Synergy_ZIP=1.99, Synergy_Bliss=4.11, Synergy_Loewe=1.68, Synergy_HSA=1.84. (4) Drug 1: CC1CCC2CC(C(=CC=CC=CC(CC(C(=O)C(C(C(=CC(C(=O)CC(OC(=O)C3CCCCN3C(=O)C(=O)C1(O2)O)C(C)CC4CCC(C(C4)OC)O)C)C)O)OC)C)C)C)OC. Drug 2: CC1CCC2CC(C(=CC=CC=CC(CC(C(=O)C(C(C(=CC(C(=O)CC(OC(=O)C3CCCCN3C(=O)C(=O)C1(O2)O)C(C)CC4CCC(C(C4)OC)OCCO)C)C)O)OC)C)C)C)OC. Cell line: HOP-62. Synergy scores: CSS=11.1, Synergy_ZIP=22.7, Synergy_Bliss=38.1, Synergy_Loewe=4.24, Synergy_HSA=9.68. (5) Drug 1: C(CN)CNCCSP(=O)(O)O. Drug 2: CC12CCC3C(C1CCC2OP(=O)(O)O)CCC4=C3C=CC(=C4)OC(=O)N(CCCl)CCCl.[Na+]. Cell line: A498. Synergy scores: CSS=-21.3, Synergy_ZIP=23.8, Synergy_Bliss=19.6, Synergy_Loewe=-23.2, Synergy_HSA=-17.7. (6) Drug 1: C1=CC(=CC=C1CCC2=CNC3=C2C(=O)NC(=N3)N)C(=O)NC(CCC(=O)O)C(=O)O. Drug 2: COC1=C2C(=CC3=C1OC=C3)C=CC(=O)O2. Cell line: SW-620. Synergy scores: CSS=23.8, Synergy_ZIP=0.358, Synergy_Bliss=-0.890, Synergy_Loewe=-11.8, Synergy_HSA=-0.866.